Dataset: Reaction yield outcomes from USPTO patents with 853,638 reactions. Task: Predict the reaction yield, written as a fraction of the theoretical maximum amount of product (1.0 means a 100% yield; for example, 0.34 means a 34% yield). The reactants are [H-].[Al+3].[Li+].[H-].[H-].[H-].C[O:8][C:9]([C:11]1[N:19]=[CH:18][C:17]2[NH:16][C:15]3[N:20]=[CH:21][C:22]([C:24]4[CH:29]=[CH:28][C:27]([CH2:30][N:31]5[CH2:36][CH2:35][CH2:34][CH2:33][CH2:32]5)=[CH:26][CH:25]=4)=[CH:23][C:14]=3[C:13]=2[CH:12]=1)=O.[Cl-].[NH4+].[C@H](O)(C([O-])=O)[C@@H](O)C([O-])=O.[Na+].[K+]. The catalyst is C1COCC1.O.C(Cl)Cl.CO. The product is [N:31]1([CH2:30][C:27]2[CH:28]=[CH:29][C:24]([C:22]3[CH:21]=[N:20][C:15]4[NH:16][C:17]5[CH:18]=[N:19][C:11]([CH2:9][OH:8])=[CH:12][C:13]=5[C:14]=4[CH:23]=3)=[CH:25][CH:26]=2)[CH2:36][CH2:35][CH2:34][CH2:33][CH2:32]1. The yield is 0.160.